Dataset: Merck oncology drug combination screen with 23,052 pairs across 39 cell lines. Task: Regression. Given two drug SMILES strings and cell line genomic features, predict the synergy score measuring deviation from expected non-interaction effect. (1) Drug 1: N#Cc1ccc(Cn2cncc2CN2CCN(c3cccc(Cl)c3)C(=O)C2)cc1. Drug 2: O=C(O)C1(Cc2cccc(Nc3nccs3)n2)CCC(Oc2cccc(Cl)c2F)CC1. Cell line: OV90. Synergy scores: synergy=14.6. (2) Drug 2: Cc1nc(Nc2ncc(C(=O)Nc3c(C)cccc3Cl)s2)cc(N2CCN(CCO)CC2)n1. Drug 1: CN(C)C(=N)N=C(N)N. Cell line: SW837. Synergy scores: synergy=11.4. (3) Drug 1: N.N.O=C(O)C1(C(=O)O)CCC1.[Pt]. Drug 2: Cn1nnc2c(C(N)=O)ncn2c1=O. Cell line: OV90. Synergy scores: synergy=-10.5.